This data is from Full USPTO retrosynthesis dataset with 1.9M reactions from patents (1976-2016). The task is: Predict the reactants needed to synthesize the given product. (1) Given the product [C:1]([O:5][C:6](=[O:22])[NH:7][C:8]1[CH:13]=[C:12]([N:14]([CH2:16][CH3:17])[CH3:15])[C:11]([Cl:18])=[CH:10][C:9]=1[NH2:19])([CH3:2])([CH3:3])[CH3:4], predict the reactants needed to synthesize it. The reactants are: [C:1]([O:5][C:6](=[O:22])[NH:7][C:8]1[CH:13]=[C:12]([N:14]([CH2:16][CH3:17])[CH3:15])[C:11]([Cl:18])=[CH:10][C:9]=1[N+:19]([O-])=O)([CH3:4])([CH3:3])[CH3:2].O.O.Cl[Sn]Cl. (2) Given the product [NH2:25][C:23]1[CH:22]=[CH:21][C:3]([O:4][C:5]2[CH:10]=[CH:9][N:8]=[C:7]([NH:11][C:12](=[O:18])[O:13][C:14]([CH3:15])([CH3:17])[CH3:16])[C:6]=2[CH2:19][CH3:20])=[C:2]([F:1])[CH:24]=1, predict the reactants needed to synthesize it. The reactants are: [F:1][C:2]1[CH:24]=[C:23]([N+:25]([O-])=O)[CH:22]=[CH:21][C:3]=1[O:4][C:5]1[CH:10]=[CH:9][N:8]=[C:7]([NH:11][C:12](=[O:18])[O:13][C:14]([CH3:17])([CH3:16])[CH3:15])[C:6]=1[CH:19]=[CH2:20].